From a dataset of Forward reaction prediction with 1.9M reactions from USPTO patents (1976-2016). Predict the product of the given reaction. (1) Given the reactants [CH3:1][CH:2]1[CH2:7][CH2:6][CH:5]([O:8][C:9]2[CH:18]=[CH:17][CH:16]=[C:15]3[C:10]=2[CH:11]=[CH:12][C:13]([CH2:19]OS(C)(=O)=O)=[CH:14]3)[CH2:4][CH2:3]1.Cl.C[O:27][C:28]([CH:30]1[CH2:36][CH:35]2[NH:37][CH:32]([CH2:33][CH2:34]2)[CH2:31]1)=[O:29].C(=O)([O-])[O-].[Cs+].[Cs+].O1CCCC1.[OH-].[Li+].O, predict the reaction product. The product is: [CH3:1][C@@H:2]1[CH2:7][CH2:6][C@H:5]([O:8][C:9]2[CH:18]=[CH:17][CH:16]=[C:15]3[C:10]=2[CH:11]=[CH:12][C:13]([CH2:19][N:37]2[CH:35]4[CH2:34][CH2:33][CH:32]2[CH2:31][CH:30]([C:28]([OH:27])=[O:29])[CH2:36]4)=[CH:14]3)[CH2:4][CH2:3]1. (2) Given the reactants [CH3:1][C:2]1[CH:3]2[CH2:9][CH:8]([CH:10]([CH3:12])[CH3:11])[CH:6]([CH:7]=1)[C:5](=[O:13])[CH2:4]2.[BH4-].[Na+], predict the reaction product. The product is: [CH:10]([CH:8]1[CH2:9][CH:3]2[C:2]([CH3:1])=[CH:7][CH:6]1[CH:5]([OH:13])[CH2:4]2)([CH3:12])[CH3:11]. (3) The product is: [ClH:23].[CH2:1]([CH:4]([C:18]1[S:19][CH:20]=[CH:21][CH:22]=1)[CH2:5][NH:6][C@H:7]1[CH2:16][CH2:15][C:14]2[C:13]([OH:17])=[CH:12][CH:11]=[CH:10][C:9]=2[CH2:8]1)[CH2:2][CH3:3]. Given the reactants [CH2:1]([CH:4]([C:18]1[S:19][CH:20]=[CH:21][CH:22]=1)[CH2:5][NH:6][C@H:7]1[CH2:16][CH2:15][C:14]2[C:13]([OH:17])=[CH:12][CH:11]=[CH:10][C:9]=2[CH2:8]1)[CH2:2][CH3:3].[ClH:23], predict the reaction product. (4) Given the reactants [NH2:1][C:2]1[CH:7]=[C:6]([Cl:8])[C:5]([C:9]([N:11]2[C:19]3[CH:18]=[CH:17][N:16]=[CH:15][C:14]=3[CH:13]=[CH:12]2)=[O:10])=[C:4]([Cl:20])[CH:3]=1.[C:21]([CH2:23][C:24](O)=[O:25])#[N:22].OC1C2N=NNC=2C=CC=1.C(N=C=NCCCN(C)C)C.C(N(CC)C(C)C)(C)C, predict the reaction product. The product is: [C:21]([CH2:23][C:24]([NH:1][C:2]1[CH:3]=[C:4]([Cl:20])[C:5]([C:9]([N:11]2[C:19]3[CH:18]=[CH:17][N:16]=[CH:15][C:14]=3[CH:13]=[CH:12]2)=[O:10])=[C:6]([Cl:8])[CH:7]=1)=[O:25])#[N:22]. (5) Given the reactants [CH2:1]([O:8][C:9]1[CH:14]=[CH:13][C:12]([CH:15]=[CH2:16])=[C:11](OC[C:15]([C:12]2[CH:13]=[CH:14][C:9]([O:8][CH3:1])=[CH:10][CH:11]=2)=[CH2:16])[CH:10]=1)C1C=CC=CC=1.[CH2:29]([O:36][C:37]1[CH:44]=[CH:43][C:40]([CH:41]=O)=[C:39]([OH:45])[CH:38]=1)[C:30]1[CH:35]=[CH:34][CH:33]=[CH:32][CH:31]=1, predict the reaction product. The product is: [CH2:29]([O:36][C:37]1[CH:44]=[CH:43][C:40]2[CH:41]=[C:15]([C:12]3[CH:13]=[CH:14][C:9]([O:8][CH3:1])=[CH:10][CH:11]=3)[CH2:16][O:45][C:39]=2[CH:38]=1)[C:30]1[CH:35]=[CH:34][CH:33]=[CH:32][CH:31]=1. (6) Given the reactants Cl[CH2:2][CH2:3][N:4]1[CH2:9][CH2:8][CH:7]([C:10]2[C:15]3[CH2:16][C@@H:17]([CH3:19])[O:18][C:14]=3[C:13]([NH:20][C:21]3[N:26]=[C:25]([NH:27][C:28]4[CH:33]=[CH:32][CH:31]=[CH:30][C:29]=4[S:34]([CH:37]([CH3:39])[CH3:38])(=[O:36])=[O:35])[N:24]=[CH:23][N:22]=3)=[CH:12][C:11]=2[CH3:40])[CH2:6][CH2:5]1.[CH3:41][S:42]([O-:44])=[O:43].[Na+].[I-].[Na+], predict the reaction product. The product is: [CH3:19][C@@H:17]1[CH2:16][C:15]2[C:10]([CH:7]3[CH2:8][CH2:9][N:4]([CH2:3][CH2:2][S:42]([CH3:41])(=[O:44])=[O:43])[CH2:5][CH2:6]3)=[C:11]([CH3:40])[CH:12]=[C:13]([NH:20][C:21]3[N:26]=[C:25]([NH:27][C:28]4[CH:33]=[CH:32][CH:31]=[CH:30][C:29]=4[S:34]([CH:37]([CH3:38])[CH3:39])(=[O:35])=[O:36])[N:24]=[CH:23][N:22]=3)[C:14]=2[O:18]1.